Task: Regression. Given a peptide amino acid sequence and an MHC pseudo amino acid sequence, predict their binding affinity value. This is MHC class II binding data.. Dataset: Peptide-MHC class II binding affinity with 134,281 pairs from IEDB (1) The peptide sequence is PELQIVDKIDAAFKI. The MHC is DRB1_1101 with pseudo-sequence DRB1_1101. The binding affinity (normalized) is 0.497. (2) The peptide sequence is EVVKANGGYLAAGKL. The MHC is HLA-DPA10201-DPB11401 with pseudo-sequence HLA-DPA10201-DPB11401. The binding affinity (normalized) is 0.154. (3) The peptide sequence is GSQLIWDRALGLPLE. The MHC is DRB1_1302 with pseudo-sequence DRB1_1302. The binding affinity (normalized) is 0.789. (4) The peptide sequence is QKEYMERQGKTPLGL. The MHC is DRB1_0404 with pseudo-sequence DRB1_0404. The binding affinity (normalized) is 0.0564. (5) The peptide sequence is YVAWMSATAALAREA. The MHC is DRB1_0401 with pseudo-sequence DRB1_0401. The binding affinity (normalized) is 0.809. (6) The peptide sequence is HGGTWVSATLEQDKC. The MHC is HLA-DQA10201-DQB10402 with pseudo-sequence HLA-DQA10201-DQB10402. The binding affinity (normalized) is 0.411.